This data is from Forward reaction prediction with 1.9M reactions from USPTO patents (1976-2016). The task is: Predict the product of the given reaction. (1) Given the reactants [NH:1]1[CH:5]=[CH:4][N:3]=[CH:2]1.C(=O)([O-])[O-].[K+].[K+].Br[CH2:13][CH2:14][CH2:15][C:16]1[CH:21]=[CH:20][C:19]([N+:22]([O-:24])=[O:23])=[CH:18][CH:17]=1.O, predict the reaction product. The product is: [N+:22]([C:19]1[CH:20]=[CH:21][C:16]([CH2:15][CH2:14][CH2:13][N:1]2[CH:5]=[CH:4][N:3]=[CH:2]2)=[CH:17][CH:18]=1)([O-:24])=[O:23]. (2) Given the reactants [N+:1]([C:4]1[CH:9]=[CH:8][C:7]([CH:10]=[CH:11][CH2:12][OH:13])=[CH:6][CH:5]=1)([O-:3])=[O:2].C(N(CC)CC)C.[C:21]([SiH2:25][O:26][C:27]([CH3:49])([CH3:48])[CH:28]1[CH2:32][CH2:31][CH2:30][N:29]1[C:33]([C:35]1[CH:40]=[C:39]([O:41][CH3:42])[C:38]([O:43][CH3:44])=[CH:37][C:36]=1[N:45]=[C:46]=[O:47])=[O:34])([CH3:24])([CH3:23])[CH3:22].NC1C=C(OC)C(OC)=CC=1C(N1CCCC1C(C)(C)O[SiH2]C(C)(C)C)=O.ClC(Cl)(OC(=O)OC(Cl)(Cl)Cl)Cl, predict the reaction product. The product is: [N+:1]([C:4]1[CH:5]=[CH:6][C:7]([CH:10]=[CH:11][CH2:12][O:13][C:46](=[O:47])[NH:45][C:36]2[CH:37]=[C:38]([O:43][CH3:44])[C:39]([O:41][CH3:42])=[CH:40][C:35]=2[C:33]([N:29]2[CH2:30][CH2:31][CH2:32][CH:28]2[C:27]([CH3:49])([CH3:48])[O:26][SiH2:25][C:21]([CH3:23])([CH3:22])[CH3:24])=[O:34])=[CH:8][CH:9]=1)([O-:3])=[O:2]. (3) Given the reactants C(Cl)(=O)C.[N:5]1([C:11]2[CH:16]=[CH:15][C:14]([NH:17][C:18]([N:20]3[CH2:28][C:27]4[C:22](=[CH:23][CH:24]=[CH:25][CH:26]=4)[CH2:21]3)=[O:19])=[CH:13][CH:12]=2)[CH2:10][CH2:9][NH:8][CH2:7][CH2:6]1.NC1C=C2C(=CC=1)CN(C(N[C:42]1[CH:47]=[CH:46][C:45]([C:48](=[O:53])NCCC)=[CH:44][CH:43]=1)=O)C2, predict the reaction product. The product is: [C:48]([N:8]1[CH2:9][CH2:10][N:5]([C:11]2[CH:16]=[CH:15][C:14]([NH:17][C:18]([N:20]3[CH2:28][C:27]4[C:22](=[CH:23][CH:24]=[CH:25][CH:26]=4)[CH2:21]3)=[O:19])=[CH:13][CH:12]=2)[CH2:6][CH2:7]1)(=[O:53])[C:45]1[CH:46]=[CH:47][CH:42]=[CH:43][CH:44]=1.